Task: Token-level Classification. Given an antibody amino acid sequence, predict which amino acid positions are active in antigen binding. Output is a list of indices for active paratope positions.. Dataset: Antibody paratope prediction from SAbDab with 1,023 antibody chains (1) Given the antibody sequence: QMQLVESGGGVVQPGRSLRLSCTASGFTFSTYAMHWVRQSPGQGLQWVAVISYHSTNKYYEDSVRGRFTISRDNSKNTLYLQMNSLRAEDTAVYYCARDGYSSSFFDFWGQGTLVTVSS, which amino acid positions are active in antigen binding (paratope)? The paratope positions are: [52, 83, 84, 85, 104, 105]. (2) Given the antibody sequence: VQLQQSGAELMKPGASVKISCKASGYTFSDYWIEWVKQRPGHGLEWIGEILPGSGSTNYHERFKGKATFTADTSSSTAYMQLNSLTSEDSGVYYCLHGNYDFDGWGQGTTLTVSS, which amino acid positions are active in antigen binding (paratope)? The paratope positions are: [51, 82, 83, 84]. (3) Given the antibody sequence: DIVLTQSPASLSVSLGQRATISCRASKSVSTSIYSYMHWYQQKPGQPPKLLIKYASYLESGVPARFSGSGSGTDFTLNIHPVEEEDAATYYCEHSREFPFTFGTGTKLEIK, which amino acid positions are active in antigen binding (paratope)? The paratope positions are: [30, 31, 32, 33]. (4) The paratope positions are: [93, 94]. Given the antibody sequence: YELTQPPSVSVSPGQTARITCSGDALPKNYAYWYQQKSGQAPVLVIYEDSKRPSGIPERFSGSSSGTMATLTISGAQVEDEADYYCYSTDSSGNHRVFGGGTKLTVL, which amino acid positions are active in antigen binding (paratope)? (5) Given the antibody sequence: EVQLVESGGGLVKPGGSLRLSCAASGFTFSNYAMSWVRQTPEKRLEWVATISRSGSYSYFPDSVQGRFTISRDNAKNSLYLQMNSLRAEDTAVYYCARLGGYDEGDAMDSWGQGTTVTVSS, which amino acid positions are active in antigen binding (paratope)? The paratope positions are: [52, 83, 84, 85, 104, 105, 106, 107].